This data is from Reaction yield outcomes from USPTO patents with 853,638 reactions. The task is: Predict the reaction yield, written as a fraction of the theoretical maximum amount of product (1.0 means a 100% yield; for example, 0.34 means a 34% yield). (1) The yield is 0.780. The product is [C:33]([C:18]1[N:19]([Si:23]([CH:27]([CH3:29])[CH3:28])([CH:30]([CH3:32])[CH3:31])[CH:24]([CH3:25])[CH3:26])[C:20]2[C:16]([CH:17]=1)=[CH:15][C:14]([N:10]1[C@@H:9]3[C@H:4]([CH2:5][CH2:6][CH2:7][CH2:8]3)[NH:3][C:2]([CH3:12])([CH3:1])[CH2:11]1)=[CH:22][CH:21]=2)#[N:34]. The catalyst is CC([O-])=O.CC([O-])=O.[Pd+2].C1(C)C=CC=CC=1. The reactants are [CH3:1][C:2]1([CH3:12])[CH2:11][NH:10][C@@H:9]2[C@H:4]([CH2:5][CH2:6][CH2:7][CH2:8]2)[NH:3]1.Br[C:14]1[CH:15]=[C:16]2[C:20](=[CH:21][CH:22]=1)[N:19]([Si:23]([CH:30]([CH3:32])[CH3:31])([CH:27]([CH3:29])[CH3:28])[CH:24]([CH3:26])[CH3:25])[C:18]([C:33]#[N:34])=[CH:17]2.P(C(C)(C)C)(C(C)(C)C)C(C)(C)C.[H+].[B-](F)(F)(F)F.C(O[Na])(C)(C)C. (2) The reactants are [OH:1][C:2]1[CH:7]=[CH:6][C:5]([C:8]2[CH:17]=[C:16]3[C:11]([C:12]([C:22]([O:24][CH3:25])=[O:23])=[CH:13][C:14]([C:18]([O:20][CH3:21])=[O:19])=[N:15]3)=[CH:10][CH:9]=2)=[CH:4][CH:3]=1.Cl[CH2:27][C:28]1[C:29]([C:36]2[C:41]([Cl:42])=[CH:40][CH:39]=[CH:38][C:37]=2[Cl:43])=[N:30][O:31][C:32]=1[CH:33]([CH3:35])[CH3:34].C([O-])([O-])=O.[K+].[K+].CCOC(C)=O. The catalyst is CN(C=O)C. The product is [Cl:42][C:41]1[CH:40]=[CH:39][CH:38]=[C:37]([Cl:43])[C:36]=1[C:29]1[C:28]([CH2:27][O:1][C:2]2[CH:3]=[CH:4][C:5]([C:8]3[CH:17]=[C:16]4[C:11]([C:12]([C:22]([O:24][CH3:25])=[O:23])=[CH:13][C:14]([C:18]([O:20][CH3:21])=[O:19])=[N:15]4)=[CH:10][CH:9]=3)=[CH:6][CH:7]=2)=[C:32]([CH:33]([CH3:35])[CH3:34])[O:31][N:30]=1. The yield is 0.460. (3) The reactants are Br[C:2]1[C:7]([CH3:8])=[CH:6][CH:5]=[CH:4][C:3]=1[CH2:9][N:10]1[CH2:15][CH2:14][N:13]([C:16]([O:18][C:19]([CH3:22])([CH3:21])[CH3:20])=[O:17])[CH2:12][CH2:11]1.[NH:23]1[CH2:28][CH2:27][CH:26]([NH:29][S:30]([CH3:33])(=[O:32])=[O:31])[CH2:25][CH2:24]1.C1(P(C2C=CC=CC=2)C2C=CC3C(=CC=CC=3)C=2C2C3C(=CC=CC=3)C=CC=2P(C2C=CC=CC=2)C2C=CC=CC=2)C=CC=CC=1.CC(C)([O-])C.[Na+]. The catalyst is C1C=CC(/C=C/C(/C=C/C2C=CC=CC=2)=O)=CC=1.C1C=CC(/C=C/C(/C=C/C2C=CC=CC=2)=O)=CC=1.C1C=CC(/C=C/C(/C=C/C2C=CC=CC=2)=O)=CC=1.[Pd].[Pd].C1(C)C=CC=CC=1. The product is [CH3:33][S:30]([NH:29][CH:26]1[CH2:25][CH2:24][N:23]([C:2]2[C:7]([CH3:8])=[CH:6][CH:5]=[CH:4][C:3]=2[CH2:9][N:10]2[CH2:15][CH2:14][N:13]([C:16]([O:18][C:19]([CH3:22])([CH3:21])[CH3:20])=[O:17])[CH2:12][CH2:11]2)[CH2:28][CH2:27]1)(=[O:31])=[O:32]. The yield is 0.330.